From a dataset of Forward reaction prediction with 1.9M reactions from USPTO patents (1976-2016). Predict the product of the given reaction. Given the reactants [CH2:1]([NH:3][C:4](=[O:24])[NH:5][C:6]1[N:11]=[C:10]([NH:12][C:13]2[CH:18]=[CH:17][CH:16]=[CH:15][CH:14]=2)[C:9]([C:19]([O:21]CC)=[O:20])=[CH:8][N:7]=1)[CH3:2].Cl, predict the reaction product. The product is: [CH2:1]([NH:3][C:4](=[O:24])[NH:5][C:6]1[N:11]=[C:10]([NH:12][C:13]2[CH:18]=[CH:17][CH:16]=[CH:15][CH:14]=2)[C:9]([C:19]([OH:21])=[O:20])=[CH:8][N:7]=1)[CH3:2].